Dataset: Full USPTO retrosynthesis dataset with 1.9M reactions from patents (1976-2016). Task: Predict the reactants needed to synthesize the given product. (1) Given the product [CH2:13]([N:15]([CH2:16][CH3:17])[CH2:2][C:3]([C:5]1[CH:10]=[CH:9][C:8]([O:11][CH3:12])=[CH:7][CH:6]=1)=[O:4])[CH3:14], predict the reactants needed to synthesize it. The reactants are: Br[CH2:2][C:3]([C:5]1[CH:10]=[CH:9][C:8]([O:11][CH3:12])=[CH:7][CH:6]=1)=[O:4].[CH2:13]([NH:15][CH2:16][CH3:17])[CH3:14]. (2) Given the product [CH3:35][S:36]([O:34][CH2:33][C:11]1[N:10]([S:7]([C:1]2[CH:2]=[CH:3][CH:4]=[CH:5][CH:6]=2)(=[O:9])=[O:8])[C:14]2=[N:15][CH:16]=[CH:17][C:18]([C:19]3[CH:24]=[CH:23][C:22]([S:25]([N:28]4[CH2:32][CH2:31][CH2:30][CH2:29]4)(=[O:27])=[O:26])=[CH:21][CH:20]=3)=[C:13]2[CH:12]=1)(=[O:38])=[O:37], predict the reactants needed to synthesize it. The reactants are: [C:1]1([S:7]([N:10]2[C:14]3=[N:15][CH:16]=[CH:17][C:18]([C:19]4[CH:24]=[CH:23][C:22]([S:25]([N:28]5[CH2:32][CH2:31][CH2:30][CH2:29]5)(=[O:27])=[O:26])=[CH:21][CH:20]=4)=[C:13]3[CH:12]=[C:11]2[CH2:33][OH:34])(=[O:9])=[O:8])[CH:6]=[CH:5][CH:4]=[CH:3][CH:2]=1.[CH3:35][S:36](O[S:36]([CH3:35])(=[O:38])=[O:37])(=[O:38])=[O:37].